Predict the reactants needed to synthesize the given product. From a dataset of Full USPTO retrosynthesis dataset with 1.9M reactions from patents (1976-2016). (1) Given the product [F:3][C:4]1[CH:5]=[C:6]([C:11]2([C:12]#[N:13])[CH2:16][CH2:15]2)[CH:7]=[CH:8][C:9]=1[F:10], predict the reactants needed to synthesize it. The reactants are: [OH-].[Na+].[F:3][C:4]1[CH:5]=[C:6]([CH2:11][C:12]#[N:13])[CH:7]=[CH:8][C:9]=1[F:10].Br[CH2:15][CH2:16]Cl. (2) The reactants are: CC(C[AlH]CC(C)C)C.[F:10][C:11]1[CH:16]=[CH:15][C:14]([C:17]2[O:18][CH:19]=[C:20]([C:22](OC)=[O:23])[N:21]=2)=[CH:13][CH:12]=1. Given the product [F:10][C:11]1[CH:12]=[CH:13][C:14]([C:17]2[O:18][CH:19]=[C:20]([CH2:22][OH:23])[N:21]=2)=[CH:15][CH:16]=1, predict the reactants needed to synthesize it.